Predict the reactants needed to synthesize the given product. From a dataset of Full USPTO retrosynthesis dataset with 1.9M reactions from patents (1976-2016). Given the product [CH3:1][C:2]1[NH:3][C:4]2[C:9]([C:10]=1[CH3:11])=[CH:8][C:7]([O:12][C:13]1[C:22]3[C:17](=[CH:18][C:19]([O:25][CH2:46][CH2:47][N:48]4[CH2:52][CH2:51][CH2:50][CH2:49]4)=[C:20]([O:23][CH3:24])[CH:21]=3)[N:16]=[CH:15][N:14]=1)=[CH:6][CH:5]=2, predict the reactants needed to synthesize it. The reactants are: [CH3:1][C:2]1[NH:3][C:4]2[C:9]([C:10]=1[CH3:11])=[CH:8][C:7]([O:12][C:13]1[C:22]3[C:17](=[CH:18][C:19]([OH:25])=[C:20]([O:23][CH3:24])[CH:21]=3)[N:16]=[CH:15][N:14]=1)=[CH:6][CH:5]=2.C1(P(C2C=CC=CC=2)C2C=CC=CC=2)C=CC=CC=1.O[CH2:46][CH2:47][N:48]1[CH2:52][CH2:51][CH2:50][CH2:49]1.N(C(OC(C)C)=O)=NC(OC(C)C)=O.